From a dataset of Catalyst prediction with 721,799 reactions and 888 catalyst types from USPTO. Predict which catalyst facilitates the given reaction. Reactant: F[C:2]1[N:9]=[CH:8][C:7]([B:10]2[O:14][C:13]([CH3:16])([CH3:15])[C:12]([CH3:18])([CH3:17])[O:11]2)=[CH:6][C:3]=1[CH:4]=[O:5].[Cl:19][C:20]1[CH:21]=[C:22]([OH:27])[CH:23]=[C:24]([Cl:26])[CH:25]=1.C([O-])([O-])=O.[Cs+].[Cs+]. Product: [Cl:19][C:20]1[CH:21]=[C:22]([CH:23]=[C:24]([Cl:26])[CH:25]=1)[O:27][C:2]1[N:9]=[CH:8][C:7]([B:10]2[O:14][C:13]([CH3:16])([CH3:15])[C:12]([CH3:18])([CH3:17])[O:11]2)=[CH:6][C:3]=1[CH:4]=[O:5]. The catalyst class is: 3.